This data is from Reaction yield outcomes from USPTO patents with 853,638 reactions. The task is: Predict the reaction yield, written as a fraction of the theoretical maximum amount of product (1.0 means a 100% yield; for example, 0.34 means a 34% yield). (1) The reactants are [F:1][C:2]1[CH:9]=[CH:8][C:5]([CH2:6][NH2:7])=[CH:4][CH:3]=1.[Cl:10][C:11]1[CH:16]=[N:15][CH:14]=[C:13](Cl)[N:12]=1. No catalyst specified. The product is [Cl:10][C:11]1[N:12]=[C:13]([NH:7][CH2:6][C:5]2[CH:8]=[CH:9][C:2]([F:1])=[CH:3][CH:4]=2)[CH:14]=[N:15][CH:16]=1. The yield is 0.990. (2) The reactants are [OH-].[Na+].C([O:5][C:6]([C:8]1[CH:12]=[C:11]([C:13]2[CH:18]=[CH:17][CH:16]=[CH:15][CH:14]=2)[N:10]([C:19]2[CH:24]=[CH:23][C:22]([O:25][CH3:26])=[CH:21][N:20]=2)[N:9]=1)=[O:7])C.Cl. The catalyst is CO.O1CCCC1. The product is [CH3:26][O:25][C:22]1[CH:23]=[CH:24][C:19]([N:10]2[C:11]([C:13]3[CH:18]=[CH:17][CH:16]=[CH:15][CH:14]=3)=[CH:12][C:8]([C:6]([OH:7])=[O:5])=[N:9]2)=[N:20][CH:21]=1. The yield is 0.940. (3) The reactants are [C:1]([CH2:8][N:9]1[CH2:20][CH2:19][NH:18][CH2:17][CH2:16][N:15]([CH2:21][C:22]([O:24][C:25]([CH3:28])([CH3:27])[CH3:26])=[O:23])[CH2:14][CH2:13][N:12]([CH2:29][CH2:30][C:31]2[CH:36]=[CH:35][C:34]([N+:37]([O-])=O)=[CH:33][CH:32]=2)[CH2:11][CH2:10]1)([O:3][C:4]([CH3:7])([CH3:6])[CH3:5])=[O:2].CCOCC. The catalyst is C(O)C.[Pd]. The product is [C:1]([CH2:8][N:9]1[CH2:20][CH2:19][NH:18][CH2:17][CH2:16][N:15]([CH2:21][C:22]([O:24][C:25]([CH3:26])([CH3:27])[CH3:28])=[O:23])[CH2:14][CH2:13][N:12]([CH2:29][CH2:30][C:31]2[CH:32]=[CH:33][C:34]([NH2:37])=[CH:35][CH:36]=2)[CH2:11][CH2:10]1)([O:3][C:4]([CH3:5])([CH3:6])[CH3:7])=[O:2]. The yield is 0.980.